From a dataset of Peptide-MHC class I binding affinity with 185,985 pairs from IEDB/IMGT. Regression. Given a peptide amino acid sequence and an MHC pseudo amino acid sequence, predict their binding affinity value. This is MHC class I binding data. (1) The peptide sequence is GIVSSMHYK. The MHC is HLA-A02:19 with pseudo-sequence HLA-A02:19. The binding affinity (normalized) is 0.0847. (2) The peptide sequence is YMFESKRMK. The MHC is HLA-A03:01 with pseudo-sequence HLA-A03:01. The binding affinity (normalized) is 0.723. (3) The peptide sequence is EPFQSYVDRF. The binding affinity (normalized) is 0.395. The MHC is Mamu-B52 with pseudo-sequence Mamu-B52. (4) The MHC is HLA-B44:03 with pseudo-sequence HLA-B44:03. The peptide sequence is LRGKWQRRYR. The binding affinity (normalized) is 0.0384. (5) The peptide sequence is ISDSNPYLTQW. The MHC is HLA-B15:03 with pseudo-sequence HLA-B15:03. The binding affinity (normalized) is 0.00173. (6) The peptide sequence is KMYEYVFKG. The MHC is HLA-A02:11 with pseudo-sequence HLA-A02:11. The binding affinity (normalized) is 0.898. (7) The peptide sequence is YLSSRAKLA. The MHC is HLA-A02:03 with pseudo-sequence HLA-A02:03. The binding affinity (normalized) is 0.669. (8) The peptide sequence is SQGIRQVL. The MHC is Mamu-A07 with pseudo-sequence Mamu-A07. The binding affinity (normalized) is 0.259. (9) The peptide sequence is EEGNLLDSYF. The MHC is HLA-B44:03 with pseudo-sequence HLA-B44:03. The binding affinity (normalized) is 0.772.